This data is from Reaction yield outcomes from USPTO patents with 853,638 reactions. The task is: Predict the reaction yield, written as a fraction of the theoretical maximum amount of product (1.0 means a 100% yield; for example, 0.34 means a 34% yield). (1) The reactants are CC1C=CC(S([O:11][CH2:12][CH2:13][O:14][CH2:15][CH2:16][O:17][CH2:18][CH2:19][O:20][CH2:21][CH2:22][O:23][CH2:24][CH2:25][O:26][CH2:27][CH2:28][O:29][CH2:30][CH2:31][O:32][CH2:33][CH2:34]O)(=O)=O)=CC=1.[N-:36]=[N+:37]=[N-:38].[Na+].O. The catalyst is CCO. The product is [N:36]([CH2:34][CH2:33][O:32][CH2:31][CH2:30][O:29][CH2:28][CH2:27][O:26][CH2:25][CH2:24][O:23][CH2:22][CH2:21][O:20][CH2:19][CH2:18][O:17][CH2:16][CH2:15][O:14][CH2:13][CH2:12][OH:11])=[N+:37]=[N-:38]. The yield is 0.800. (2) The reactants are [Cl:1][C:2]1[CH:7]=[C:6]([Cl:8])[CH:5]=[CH:4][C:3]=1[CH:9]1[CH2:12][CH2:11][CH:10]1[NH2:13].C(N(CC)CC)C.[F:21][CH:22]([F:32])[C:23]1[C:27]([C:28](Cl)=[O:29])=[CH:26][N:25]([CH3:31])[N:24]=1. The catalyst is C(Cl)Cl. The product is [Cl:1][C:2]1[CH:7]=[C:6]([Cl:8])[CH:5]=[CH:4][C:3]=1[C@H:9]1[CH2:12][CH2:11][C@H:10]1[NH:13][C:28]([C:27]1[C:23]([CH:22]([F:32])[F:21])=[N:24][N:25]([CH3:31])[CH:26]=1)=[O:29].[Cl:1][C:2]1[CH:7]=[C:6]([Cl:8])[CH:5]=[CH:4][C:3]=1[C@@H:9]1[CH2:12][CH2:11][C@H:10]1[NH:13][C:28]([C:27]1[C:23]([CH:22]([F:32])[F:21])=[N:24][N:25]([CH3:31])[CH:26]=1)=[O:29]. The yield is 0.270. (3) The reactants are [CH3:1][O:2][C:3]1[CH:8]=[CH:7][CH:6]=[CH:5][C:4]=1[Mg]Br.BrC1C=CC=CC=1[O:18]C.[Mg].[NH2:21][C:22]1[N:26]([C:27]2[C:32]([Cl:33])=[CH:31][C:30]([Cl:34])=[CH:29][C:28]=2[Cl:35])[N:25]=[C:24]([S:36][CH3:37])[C:23]=1[C:38]#N.[Cl-].[NH4+]. The catalyst is CCOCC. The product is [NH2:21][C:22]1[N:26]([C:27]2[C:32]([Cl:33])=[CH:31][C:30]([Cl:34])=[CH:29][C:28]=2[Cl:35])[N:25]=[C:24]([S:36][CH3:37])[C:23]=1[C:38](=[O:18])[C:4]1[CH:5]=[CH:6][CH:7]=[CH:8][C:3]=1[O:2][CH3:1]. The yield is 0.140.